From a dataset of Full USPTO retrosynthesis dataset with 1.9M reactions from patents (1976-2016). Predict the reactants needed to synthesize the given product. (1) Given the product [O-:12][N+:4]1[C:5]2[CH:11]=[CH:10][CH:9]=[CH:8][C:6]=2[N:7]=[C:2]([NH:25][CH2:24][CH2:23][C:22]#[N:21])[N:3]=1, predict the reactants needed to synthesize it. The reactants are: Cl[C:2]1[N:3]=[N+:4]([O-:12])[C:5]2[CH:11]=[CH:10][CH:9]=[CH:8][C:6]=2[N:7]=1.C(O)(=O)/C=C/C(O)=O.[NH2:21][CH2:22][CH2:23][C:24]#[N:25].CCN(CC)CC. (2) Given the product [CH:1]1([N:4]2[C:9](=[O:10])[C:8]3[C:38]([OH:40])=[CH:37][C:36](=[O:44])[N:11]([CH3:12])[C:7]=3[N:6]([C:13]3[CH:18]=[CH:17][CH:16]=[C:15]([N+:19]([O-:21])=[O:20])[CH:14]=3)[C:5]2=[O:22])[CH2:2][CH2:3]1, predict the reactants needed to synthesize it. The reactants are: [CH:1]1([N:4]2[C:9](=[O:10])[CH:8]=[C:7]([NH:11][CH3:12])[N:6]([C:13]3[CH:18]=[CH:17][CH:16]=[C:15]([N+:19]([O-:21])=[O:20])[CH:14]=3)[C:5]2=[O:22])[CH2:3][CH2:2]1.C1(OC2C=CC=CC=2)C=CC=CC=1.[C:36]([O:44]CC)(=O)[CH2:37][C:38]([O:40]CC)=O. (3) The reactants are: [Cl:1][C:2]1[CH:3]=[C:4]([CH:8]=[CH:9][CH:10]=1)[C:5](O)=[O:6].S(Cl)([Cl:13])=O. Given the product [Cl:1][C:2]1[CH:3]=[C:4]([CH:8]=[CH:9][CH:10]=1)[C:5]([Cl:13])=[O:6], predict the reactants needed to synthesize it. (4) Given the product [C:16]([C:19]1[O:1][N:2]=[C:3]([N:5]2[CH2:10][CH2:9][CH:8]([CH2:11][CH2:12][CH2:13][OH:14])[CH2:7][CH2:6]2)[N:4]=1)([CH3:18])([CH3:17])[CH3:15], predict the reactants needed to synthesize it. The reactants are: [OH:1][NH:2][C:3]([N:5]1[CH2:10][CH2:9][CH:8]([CH2:11][CH2:12][CH2:13][OH:14])[CH2:7][CH2:6]1)=[NH:4].[C:15](O)(=O)[C:16]([CH3:19])([CH3:18])[CH3:17]. (5) The reactants are: [CH:1]([C:3]1[CH:18]=[CH:17][C:6]([O:7][C:8]2[CH:16]=[CH:15][C:11]([C:12]([OH:14])=O)=[CH:10][N:9]=2)=[CH:5][CH:4]=1)=[O:2].C(Cl)CCl.[CH:23]1[CH:24]=[CH:25]C2N(O)N=[N:29][C:27]=2[CH:28]=1.N1CCCCC1. Given the product [N:29]1([C:12]([C:11]2[CH:15]=[CH:16][C:8]([O:7][C:6]3[CH:5]=[CH:4][C:3]([CH:1]=[O:2])=[CH:18][CH:17]=3)=[N:9][CH:10]=2)=[O:14])[CH2:25][CH2:24][CH2:23][CH2:28][CH2:27]1, predict the reactants needed to synthesize it. (6) The reactants are: Br[CH2:2][C:3]([C:5]1[CH:6]=[N:7][C:8]([Br:11])=[CH:9][CH:10]=1)=O.[N:12]1[CH:17]=[CH:16][CH:15]=[CH:14][C:13]=1[C:18]([NH2:20])=[O:19].C([O-])(O)=O.[Na+]. Given the product [Br:11][C:8]1[CH:9]=[CH:10][C:5]([C:3]2[N:20]=[C:18]([C:13]3[CH:14]=[CH:15][CH:16]=[CH:17][N:12]=3)[O:19][CH:2]=2)=[CH:6][N:7]=1, predict the reactants needed to synthesize it.